Dataset: Full USPTO retrosynthesis dataset with 1.9M reactions from patents (1976-2016). Task: Predict the reactants needed to synthesize the given product. (1) Given the product [F:17][C:18]1[CH:23]=[CH:22][C:21]([O:24][C:2]2[C:3]([C:12]([OH:14])=[O:13])=[N:4][C:5]3[C:10]([N:11]=2)=[CH:9][CH:8]=[CH:7][CH:6]=3)=[C:20]([O:25][CH3:26])[CH:19]=1, predict the reactants needed to synthesize it. The reactants are: Cl[C:2]1[C:3]([C:12]([O:14]CC)=[O:13])=[N:4][C:5]2[C:10]([N:11]=1)=[CH:9][CH:8]=[CH:7][CH:6]=2.[F:17][C:18]1[CH:23]=[CH:22][C:21]([OH:24])=[C:20]([O:25][CH3:26])[CH:19]=1.C([O-])([O-])=O.[Cs+].[Cs+].Cl. (2) Given the product [CH:1]1([N:7]([CH3:16])[CH2:8][CH:9]([OH:11])[CH3:10])[CH2:6][CH2:5][CH2:4][CH2:3][CH2:2]1, predict the reactants needed to synthesize it. The reactants are: [CH:1]1([NH:7][CH2:8][CH:9]([OH:11])[CH3:10])[CH2:6][CH2:5][CH2:4][CH2:3][CH2:2]1.C=O.[BH-](OC(C)=O)(OC(C)=O)O[C:16](C)=O.[Na+].C(O)(=O)C.